The task is: Predict the reactants needed to synthesize the given product.. This data is from Full USPTO retrosynthesis dataset with 1.9M reactions from patents (1976-2016). Given the product [O:23]=[C:22]1[NH:21][C:10]2[N:11]=[C:12]([N:15]3[CH2:20][CH2:19][CH2:18][CH2:17][CH2:16]3)[N:13]=[CH:14][C:9]=2[CH:8]=[C:7]1[C:5]([OH:6])=[O:4], predict the reactants needed to synthesize it. The reactants are: [OH-].[Na+].C[O:4][C:5]([C:7]1[C:22](=[O:23])[NH:21][C:10]2[N:11]=[C:12]([N:15]3[CH2:20][CH2:19][CH2:18][CH2:17][CH2:16]3)[N:13]=[CH:14][C:9]=2[CH:8]=1)=[O:6].